This data is from Forward reaction prediction with 1.9M reactions from USPTO patents (1976-2016). The task is: Predict the product of the given reaction. Given the reactants [N+:1]([C:4]1[CH:5]=[N:6][CH:7]=[CH:8][C:9]=1[C:10]1([C:15]([O:17]CC)=O)[CH2:14][CH2:13][CH2:12][CH2:11]1)([O-])=O.[NH4+].[Cl-], predict the reaction product. The product is: [NH:1]1[C:4]2=[CH:5][N:6]=[CH:7][CH:8]=[C:9]2[C:10]2([CH2:14][CH2:13][CH2:12][CH2:11]2)[C:15]1=[O:17].